The task is: Predict the reactants needed to synthesize the given product.. This data is from Full USPTO retrosynthesis dataset with 1.9M reactions from patents (1976-2016). (1) Given the product [Cl:1][C:2]1[CH:3]=[C:4]([CH:10]=[CH:11][C:12]=1[CH:13]1[CH2:14][CH2:15]1)[C:5]([OH:7])=[O:6], predict the reactants needed to synthesize it. The reactants are: [Cl:1][C:2]1[CH:3]=[C:4]([CH:10]=[CH:11][C:12]=1[CH:13]1[CH2:15][CH2:14]1)[C:5]([O:7]CC)=[O:6].C1COCC1.[OH-].[Na+]. (2) Given the product [ClH:1].[ClH:24].[Cl:1][C:2]1[C:3]([NH:8][C:9]([N:11]2[CH2:16][CH2:15][NH:14][CH2:13][CH2:12]2)=[O:10])=[N:4][CH:5]=[CH:6][N:7]=1, predict the reactants needed to synthesize it. The reactants are: [Cl:1][C:2]1[C:3]([NH:8][C:9]([N:11]2[CH2:16][CH2:15][N:14](C(OC(C)(C)C)=O)[CH2:13][CH2:12]2)=[O:10])=[N:4][CH:5]=[CH:6][N:7]=1.[ClH:24].CCOC(C)=O. (3) Given the product [F:57][C:28]([F:27])([F:58])[C:29]([NH:31][CH2:32][CH:33]1[CH2:38][CH2:37][N:36]([C:39]2[N:44]=[C:43]([C:45]3[CH:54]=[CH:53][C:52]4[C:47](=[CH:48][CH:49]=[C:50]([CH:55]=[O:56])[CH:51]=4)[CH:46]=3)[CH:42]=[CH:41][N:40]=2)[CH2:35][CH2:34]1)=[O:30], predict the reactants needed to synthesize it. The reactants are: C(C1C=C2C(=CC=1)C=C(C1C=CN=C(N3CCC(CN)CC3)N=1)C=C2)=C.[F:27][C:28]([F:58])([F:57])[C:29]([NH:31][CH2:32][CH:33]1[CH2:38][CH2:37][N:36]([C:39]2[N:44]=[C:43]([C:45]3[CH:54]=[CH:53][C:52]4[C:47](=[CH:48][CH:49]=[C:50]([CH:55]=[O:56])[CH:51]=4)[CH:46]=3)[CH:42]=[CH:41][N:40]=2)[CH2:35][CH2:34]1)=[O:30]. (4) Given the product [C:12]([OH:17])([C:13]([F:16])([F:15])[F:14])=[O:27].[NH2:6][C@H:5]([C:4]([OH:18])=[O:3])[CH2:7][CH2:8][CH2:9][CH2:10][NH2:11], predict the reactants needed to synthesize it. The reactants are: O=C1[NH:6][CH:5]([CH2:7][CH2:8][CH2:9][CH2:10][NH:11][C:12](=[O:17])[C:13]([F:16])([F:15])[F:14])[C:4](=[O:18])[O:3]1.N[C@H](C(O)=[O:27])CCCCN.CO.C1C=CC=CC=1. (5) Given the product [CH3:16][C:5]12[CH2:6][CH:7]([N:2]([CH3:1])[CH2:3][CH2:4]1)[CH2:8][CH2:9][C:10]1[C:11]2=[CH:12][CH:13]=[CH:14][CH:15]=1, predict the reactants needed to synthesize it. The reactants are: [CH3:1][N:2]1[CH:7]([CH2:8][CH2:9][C:10]2[CH:15]=[CH:14][CH:13]=[CH:12][CH:11]=2)[CH:6]=[C:5]([CH3:16])[CH2:4][CH2:3]1.CN1CC=C(C)CC1CCC1C=CC=CC=1.[OH-].[Na+]. (6) Given the product [C:17]([C:21]1[CH:26]=[CH:25][C:24]([NH:27][C:28](=[O:29])[NH:1][CH2:2][C:3]2[CH:8]=[C:7]([CH:9]=[CH2:10])[C:6]([NH:11][S:12]([CH3:15])(=[O:14])=[O:13])=[C:5]([F:16])[CH:4]=2)=[CH:23][CH:22]=1)([CH3:20])([CH3:18])[CH3:19], predict the reactants needed to synthesize it. The reactants are: [NH2:1][CH2:2][C:3]1[CH:8]=[C:7]([CH:9]=[CH2:10])[C:6]([NH:11][S:12]([CH3:15])(=[O:14])=[O:13])=[C:5]([F:16])[CH:4]=1.[C:17]([C:21]1[CH:26]=[CH:25][C:24]([N:27]=[C:28]=[O:29])=[CH:23][CH:22]=1)([CH3:20])([CH3:19])[CH3:18]. (7) Given the product [C:39]([C@@H:38]([O:44][CH2:45][CH3:46])[CH2:37][C:34]1[CH:33]=[CH:32][C:31]([O:30][CH2:29]/[CH:28]=[CH:27]/[C:26]#[C:25][C:21]2[CH:20]=[C:19]([C:18]#[C:17]/[CH:16]=[CH:15]/[CH2:14][O:13][C:10]3[CH:9]=[CH:8][C:7]([CH2:6][C@H:5]([O:47][CH2:48][CH3:49])[C:4]([OH:50])=[O:3])=[CH:12][CH:11]=3)[CH:24]=[CH:23][CH:22]=2)=[CH:36][CH:35]=1)([OH:41])=[O:40], predict the reactants needed to synthesize it. The reactants are: C([O:3][C:4](=[O:50])[C@@H:5]([O:47][CH2:48][CH3:49])[CH2:6][C:7]1[CH:12]=[CH:11][C:10]([O:13][CH2:14]/[CH:15]=[CH:16]/[C:17]#[C:18][C:19]2[CH:24]=[CH:23][CH:22]=[C:21]([C:25]#[C:26]/[CH:27]=[CH:28]/[CH2:29][O:30][C:31]3[CH:36]=[CH:35][C:34]([CH2:37][C@H:38]([O:44][CH2:45][CH3:46])[C:39]([O:41]CC)=[O:40])=[CH:33][CH:32]=3)[CH:20]=2)=[CH:9][CH:8]=1)C.[OH-].[Na+]. (8) Given the product [F:24][C:25]1[CH:33]=[C:32]2[C:28]([C:29]([C:34]3[CH:49]=[CH:48][C:37]4[N:38]=[C:39]([CH2:41][NH:42][S:43]([CH2:46][CH2:47][N:2]5[CH2:3][CH2:4][CH:5]([NH:8][S:9]([CH3:12])(=[O:10])=[O:11])[CH2:6][CH2:7]5)(=[O:45])=[O:44])[O:40][C:36]=4[CH:35]=3)=[CH:30][NH:31]2)=[CH:27][CH:26]=1, predict the reactants needed to synthesize it. The reactants are: Cl.[NH:2]1[CH2:7][CH2:6][CH:5]([NH:8][S:9]([CH3:12])(=[O:11])=[O:10])[CH2:4][CH2:3]1.C1CCN2C(=NCCC2)CC1.[F:24][C:25]1[CH:33]=[C:32]2[C:28]([C:29]([C:34]3[CH:49]=[CH:48][C:37]4[N:38]=[C:39]([CH2:41][NH:42][S:43]([CH:46]=[CH2:47])(=[O:45])=[O:44])[O:40][C:36]=4[CH:35]=3)=[CH:30][NH:31]2)=[CH:27][CH:26]=1. (9) Given the product [F:33][C:30]1[CH:29]=[CH:28][C:27]([CH2:26][N:7]2[C:8]3[CH:9]=[N:10][C:11]4[C:12](=[O:25])[N:13]([OH:18])[CH2:14][CH2:15][C:16]=4[C:17]=3[C:5]([CH2:4][N:2]3[CH2:1][CH2:43][CH2:38][CH2:39]3)=[CH:6]2)=[CH:32][CH:31]=1, predict the reactants needed to synthesize it. The reactants are: [CH3:1][N:2]([CH2:4][C:5]1[C:17]2[C:16]3[CH2:15][CH2:14][N:13]([O:18]C4CCCCO4)[C:12](=[O:25])[C:11]=3[N:10]=[CH:9][C:8]=2[N:7]([CH2:26][C:27]2[CH:32]=[CH:31][C:30]([F:33])=[CH:29][CH:28]=2)[CH:6]=1)C.ClC(O[C:38]1[CH:43]=CC=C[CH:39]=1)=O.N1CCCC1.CCN(C(C)C)C(C)C.CC1C=CC(S(O)(=O)=O)=CC=1.O.